This data is from TCR-epitope binding with 47,182 pairs between 192 epitopes and 23,139 TCRs. The task is: Binary Classification. Given a T-cell receptor sequence (or CDR3 region) and an epitope sequence, predict whether binding occurs between them. (1) The epitope is KLPDDFTGCV. The TCR CDR3 sequence is CASSSTTFFVWTDTQYF. Result: 1 (the TCR binds to the epitope). (2) The epitope is VTEHDTLLY. The TCR CDR3 sequence is CATSEHQGGGADTQYF. Result: 0 (the TCR does not bind to the epitope).